From a dataset of Peptide-MHC class II binding affinity with 134,281 pairs from IEDB. Regression. Given a peptide amino acid sequence and an MHC pseudo amino acid sequence, predict their binding affinity value. This is MHC class II binding data. (1) The peptide sequence is PSAEFRRTAPPSLYG. The MHC is DRB4_0101 with pseudo-sequence DRB4_0103. The binding affinity (normalized) is 0.346. (2) The peptide sequence is SHNVQGATVAVDCRP. The MHC is HLA-DQA10102-DQB10602 with pseudo-sequence HLA-DQA10102-DQB10602. The binding affinity (normalized) is 0.650.